Dataset: Reaction yield outcomes from USPTO patents with 853,638 reactions. Task: Predict the reaction yield, written as a fraction of the theoretical maximum amount of product (1.0 means a 100% yield; for example, 0.34 means a 34% yield). (1) The reactants are [C:1]([C:4]1[CH:12]=[CH:11][C:7]([C:8]([OH:10])=O)=[CH:6][CH:5]=1)(=[O:3])[CH3:2].CCN(CC)CC.CN([P+](ON1N=NC2C=CC=CC1=2)(N(C)C)N(C)C)C.F[P-](F)(F)(F)(F)F.[NH2:47][C:48]1[CH:53]=[CH:52][CH:51]=[CH:50][C:49]=1[NH:54][C:55](=[O:61])[O:56][C:57]([CH3:60])([CH3:59])[CH3:58].[NH4+].[Cl-]. The catalyst is CN(C=O)C.CCOC(C)=O. The product is [C:1]([C:4]1[CH:5]=[CH:6][C:7]([C:8]([NH:47][C:48]2[CH:53]=[CH:52][CH:51]=[CH:50][C:49]=2[NH:54][C:55](=[O:61])[O:56][C:57]([CH3:59])([CH3:58])[CH3:60])=[O:10])=[CH:11][CH:12]=1)(=[O:3])[CH3:2]. The yield is 0.590. (2) No catalyst specified. The yield is 0.150. The product is [NH2:20][C:13]1[CH2:14][O:15][CH2:16][C:17]([F:19])([F:18])[C@@:11]2([C:4]3[C:5](=[CH:6][CH:7]=[C:2]([C:31]4[CH:32]=[N:33][CH:34]=[C:29]([CH:30]=4)[C:27]#[N:28])[CH:3]=3)[O:8][CH:9]([C:21]3[CH:26]=[CH:25][CH:24]=[CH:23][CH:22]=3)[CH2:10]2)[N:12]=1. The reactants are Br[C:2]1[CH:3]=[C:4]2[C@@:11]3([C:17]([F:19])([F:18])[CH2:16][O:15][CH2:14][C:13]([NH2:20])=[N:12]3)[CH2:10][CH:9]([C:21]3[CH:26]=[CH:25][CH:24]=[CH:23][CH:22]=3)[O:8][C:5]2=[CH:6][CH:7]=1.[C:27]([C:29]1[CH:30]=[C:31](B(O)O)[CH:32]=[N:33][CH:34]=1)#[N:28]. (3) The reactants are [CH2:1]1[CH2:10][O:9][C:8]2[CH:7]=[CH:6][C:5]([NH:11][C:12]3[C:17]([F:18])=[CH:16][N:15]=[C:14]([NH:19][C:20]4[CH:25]=[CH:24][CH:23]=[C:22](O)[CH:21]=4)[N:13]=3)=[CH:4][C:3]=2[O:2]1.ClC1N=C(NC2C=CC3OCCOC=3C=2)C(F)=CN=1.[CH2:46]([N:53]1[CH2:58][CH2:57][N:56](C2C=CC(N)=CC=2)[CH2:55][CH2:54]1)[C:47]1[CH:52]=[CH:51][CH:50]=[CH:49][CH:48]=1. No catalyst specified. The product is [CH2:46]([N:53]1[CH2:58][CH2:57][N:56]([C:23]2[CH:22]=[CH:21][C:20]([NH:19][C:14]3[N:13]=[C:12]([NH:11][C:5]4[CH:6]=[CH:7][C:8]5[O:9][CH2:10][CH2:1][O:2][C:3]=5[CH:4]=4)[C:17]([F:18])=[CH:16][N:15]=3)=[CH:25][CH:24]=2)[CH2:55][CH2:54]1)[C:47]1[CH:48]=[CH:49][CH:50]=[CH:51][CH:52]=1. The yield is 0.330. (4) The product is [OH:22][CH2:21][C@@H:20]([N:19]1[C:3]2=[N:4][C:5]([C:8]3[CH:13]=[C:12]([CH:14]([CH3:16])[CH3:15])[CH:11]=[CH:10][C:9]=3[O:17][CH3:18])=[CH:6][CH:7]=[C:2]2[NH:1][C:43]1=[O:44])[CH:23]([CH3:25])[CH3:24]. The reactants are [NH2:1][C:2]1[C:3]([NH:19][C@@H:20]([CH:23]([CH3:25])[CH3:24])[CH2:21][OH:22])=[N:4][C:5]([C:8]2[CH:13]=[C:12]([CH:14]([CH3:16])[CH3:15])[CH:11]=[CH:10][C:9]=2[O:17][CH3:18])=[CH:6][CH:7]=1.C(C1C=CC(OC)=C(C2N=C(N[C@@H](C(C)C)[CH2:43][OH:44])C([N+]([O-])=O)=CC=2)C=1)(C)C. The yield is 0.990. The catalyst is C(O)C.[Pd]. (5) The reactants are Br[CH2:2][C:3]1[CH:8]=[CH:7][C:6]([S:9]([N:12]([C:17]2[CH:22]=[CH:21][C:20]([CH3:23])=[CH:19][C:18]=2[CH3:24])[CH2:13][CH:14]([CH3:16])[CH3:15])(=[O:11])=[O:10])=[CH:5][CH:4]=1.[H-].[Na+].[CH3:27][OH:28]. The catalyst is CC1CCCO1. The product is [CH3:24][C:18]1[CH:19]=[C:20]([CH3:23])[CH:21]=[CH:22][C:17]=1[N:12]([CH2:13][CH:14]([CH3:16])[CH3:15])[S:9]([C:6]1[CH:7]=[CH:8][C:3]([CH2:2][O:28][C:27]2[CH:18]=[CH:17][N:12]=[CH:13][CH:14]=2)=[CH:4][CH:5]=1)(=[O:11])=[O:10]. The yield is 0.100. (6) The reactants are O.[ClH:2].Cl.Cl.Cl.[NH2:6][CH:7]([CH:38]([CH3:40])[CH3:39])[CH2:8][N:9]1[CH2:14][CH2:13][CH:12]([NH:15][C:16]2[N:20]([CH2:21][C:22]3[C:31]([O:32]C)=[CH:30][C:29]4[CH2:28][CH2:27][CH2:26][CH2:25][C:24]=4[N:23]=3)[C:19]3[CH:34]=[CH:35][CH:36]=[CH:37][C:18]=3[N:17]=2)[CH2:11][CH2:10]1.C([O-])([O-])=O.[K+].[K+].BrB(Br)Br.[NH4+].[OH-]. The catalyst is ClCCl. The product is [OH2:32].[ClH:2].[ClH:2].[ClH:2].[ClH:2].[NH2:6][CH:7]([CH:38]([CH3:40])[CH3:39])[CH2:8][N:9]1[CH2:14][CH2:13][CH:12]([NH:15][C:16]2[N:20]([CH2:21][C:22]3[C:31]([OH:32])=[CH:30][C:29]4[CH2:28][CH2:27][CH2:26][CH2:25][C:24]=4[N:23]=3)[C:19]3[CH:34]=[CH:35][CH:36]=[CH:37][C:18]=3[N:17]=2)[CH2:11][CH2:10]1. The yield is 0.370. (7) The reactants are [Br:1][C:2]1[CH:3]=[CH:4][C:5](I)=[C:6]([CH2:8][NH2:9])[CH:7]=1.C(N(CC)C(C)C)(C)C.[C:20](#[N:24])[CH2:21][C:22]#[N:23].N. The catalyst is CN(C)C=O.CCOCC. The product is [NH2:24][C:20]1[N:9]=[CH:8][C:6]2[C:5]([C:21]=1[C:22]#[N:23])=[CH:4][CH:3]=[C:2]([Br:1])[CH:7]=2. The yield is 0.620.